From a dataset of Full USPTO retrosynthesis dataset with 1.9M reactions from patents (1976-2016). Predict the reactants needed to synthesize the given product. (1) Given the product [ClH:1].[ClH:1].[ClH:1].[CH3:24][N:23]([CH2:22][C@H:19]1[CH2:20][CH2:21][C@H:16]([NH:15][C:5]2[C:4]3[C:9](=[CH:10][CH:11]=[C:2]([C:34]4[CH:35]=[N:36][NH:37][CH:38]=4)[N:3]=3)[N:8]=[CH:7][C:6]=2[C:12](=[O:14])[CH3:13])[CH2:17][CH2:18]1)[CH3:25], predict the reactants needed to synthesize it. The reactants are: [Cl:1][C:2]1[N:3]=[C:4]2[C:9](=[CH:10][CH:11]=1)[N:8]=[CH:7][C:6]([C:12](=[O:14])[CH3:13])=[C:5]2[NH:15][CH:16]1[CH2:21][CH2:20][CH:19]([CH2:22][N:23]([CH3:25])[CH3:24])[CH2:18][CH2:17]1.CC1(C)C(C)(C)OB([C:34]2[CH:35]=[N:36][N:37](C(OC(C)(C)C)=O)[CH:38]=2)O1. (2) Given the product [CH2:29]([O:28][C:26]([C:25]1[CH2:11][CH:10]([C:9](=[O:12])[NH:8][C:7]2[CH:6]=[CH:5][C:4]([C:13]3[CH:18]=[CH:17][CH:16]=[CH:15][C:14]=3[S:19]([CH3:22])(=[O:21])=[O:20])=[CH:3][C:2]=2[F:1])[NH:24][N:23]=1)=[O:27])[CH3:30], predict the reactants needed to synthesize it. The reactants are: [F:1][C:2]1[CH:3]=[C:4]([C:13]2[CH:18]=[CH:17][CH:16]=[CH:15][C:14]=2[S:19]([CH3:22])(=[O:21])=[O:20])[CH:5]=[CH:6][C:7]=1[NH:8][C:9](=[O:12])[CH:10]=[CH2:11].[N+:23](=[CH:25][C:26]([O:28][CH2:29][CH3:30])=[O:27])=[N-:24]. (3) Given the product [C:1]([O:5][C:6]([N:8]1[CH2:12][C:11]([OH:13])([CH3:19])[CH2:10][C@H:9]1[C:14]([OH:16])=[O:15])=[O:7])([CH3:4])([CH3:2])[CH3:3], predict the reactants needed to synthesize it. The reactants are: [C:1]([O:5][C:6]([N:8]1[CH2:12][C:11](=[O:13])[CH2:10][C@H:9]1[C:14]([OH:16])=[O:15])=[O:7])([CH3:4])([CH3:3])[CH3:2].Br[Mg][CH3:19]. (4) Given the product [CH3:19][O:18][C:11]1[CH:12]=[CH:13][CH:14]=[C:15]([O:16][CH3:17])[C:10]=1[CH:2]1[N:1]([CH2:31][C:30]2[CH:29]=[N:28][CH:27]=[C:26]([C:20]3[CH:21]=[CH:22][CH:23]=[CH:24][CH:25]=3)[CH:33]=2)[C:6](=[O:8])[CH2:5][CH2:4][CH2:3]1, predict the reactants needed to synthesize it. The reactants are: [NH2:1][CH:2]([C:10]1[C:15]([O:16][CH3:17])=[CH:14][CH:13]=[CH:12][C:11]=1[O:18][CH3:19])[CH2:3][CH2:4][CH2:5][C:6]([O:8]C)=O.[C:20]1([C:26]2[CH:27]=[N:28][CH:29]=[C:30]([CH:33]=2)[CH:31]=O)[CH:25]=[CH:24][CH:23]=[CH:22][CH:21]=1. (5) Given the product [CH2:2]([N:10]1[CH2:14][CH2:13][CH2:12][C@H:11]1[CH2:15][F:16])[C:3]1[CH:8]=[CH:7][CH:6]=[CH:5][CH:4]=1, predict the reactants needed to synthesize it. The reactants are: [Li].[C:2]([N:10]1[CH2:14][CH2:13][CH2:12][C@H:11]1[CH2:15][F:16])(=O)[C:3]1[CH:8]=[CH:7][CH:6]=[CH:5][CH:4]=1.[H-].[Al+3].[Li+].[H-].[H-].[H-].C(OCC)C. (6) Given the product [CH3:1][N:2]([CH2:18][C:19]1[N:20]=[C:21]([C:25]([NH:26][C:27]2[CH:32]=[CH:31][C:30]([N:33]3[CH2:38][CH2:37][CH2:36][CH2:35][CH2:34]3)=[CH:29][C:28]=2[C:39]2[CH:44]=[C:43]([C:45](=[O:58])[NH:46][CH2:47][C:48]3[CH:53]=[CH:52][CH:51]=[C:50]([C:54]([F:57])([F:56])[F:55])[CH:49]=3)[CH:42]=[CH:41][N:40]=2)=[O:59])[CH:22]=[CH:23][CH:24]=1)[CH2:3][CH2:4][N:5]1[CH2:10][CH2:9][N:8]([S:130]([CH3:129])(=[O:132])=[O:131])[CH2:7][CH2:6]1, predict the reactants needed to synthesize it. The reactants are: [CH3:1][N:2]([CH2:18][C:19]1[CH:24]=[CH:23][CH:22]=[C:21]([C:25](=[O:59])[NH:26][C:27]2[CH:32]=[CH:31][C:30]([N:33]3[CH2:38][CH2:37][CH2:36][CH2:35][CH2:34]3)=[CH:29][C:28]=2[C:39]2[CH:44]=[C:43]([C:45](=[O:58])[NH:46][CH2:47][C:48]3[CH:53]=[CH:52][CH:51]=[C:50]([C:54]([F:57])([F:56])[F:55])[CH:49]=3)[CH:42]=[CH:41][N:40]=2)[N:20]=1)[CH2:3][CH2:4][N:5]1[CH2:10][CH2:9][N:8](C(OC(C)(C)C)=O)[CH2:7][CH2:6]1.ClCCl.C(O)(C(F)(F)F)=O.CN(CC1N=C(C(NC2C=CC(N3CCCCC3)=CC=2C2C=C(C(=O)NCC3C=CC=C(C(F)(F)F)C=3)C=CN=2)=O)C=CC=1)CCN1CCNCC1.C(N(CC)CC)C.[CH3:129][S:130](Cl)(=[O:132])=[O:131].